Dataset: Reaction yield outcomes from USPTO patents with 853,638 reactions. Task: Predict the reaction yield, written as a fraction of the theoretical maximum amount of product (1.0 means a 100% yield; for example, 0.34 means a 34% yield). (1) The reactants are C([O:3][C:4](=[O:34])/[C:5](/[O:31][CH2:32][CH3:33])=[CH:6]/[C:7]1[CH:15]=[CH:14][C:13]([O:16][CH2:17][CH2:18][C:19]2[N:20]=[C:21]([C:25]3[CH:30]=[CH:29][CH:28]=[CH:27][CH:26]=3)[O:22][C:23]=2[CH3:24])=[C:12]2[C:8]=1[CH2:9][CH2:10][CH2:11]2)C.[Li+].[OH-].Cl. The catalyst is O1CCOCC1.O. The product is [CH2:32]([O:31]/[C:5](=[CH:6]\[C:7]1[CH:15]=[CH:14][C:13]([O:16][CH2:17][CH2:18][C:19]2[N:20]=[C:21]([C:25]3[CH:26]=[CH:27][CH:28]=[CH:29][CH:30]=3)[O:22][C:23]=2[CH3:24])=[C:12]2[C:8]=1[CH2:9][CH2:10][CH2:11]2)/[C:4]([OH:34])=[O:3])[CH3:33]. The yield is 0.994. (2) The reactants are [Cl:1][C:2]1[CH:7]=[CH:6][CH:5]=[C:4]([F:8])[C:3]=1[C:9]1[S:10][C:11]2[CH:12]=[N:13][CH:14]=[C:15]([F:18])[C:16]=2[N:17]=1.C1C=C(Cl)C=C(C(OO)=[O:27])C=1. The catalyst is C(Cl)Cl. The product is [Cl:1][C:2]1[CH:7]=[CH:6][CH:5]=[C:4]([F:8])[C:3]=1[C:9]1[S:10][C:11]2[CH:12]=[N+:13]([O-:27])[CH:14]=[C:15]([F:18])[C:16]=2[N:17]=1. The yield is 0.730. (3) The reactants are C([O-])(=O)C.[NH4+].[CH3:6][O:7][C:8]1[CH:16]=[CH:15][CH:14]=[C:13]2[C:9]=1[C:10]([CH:17]=O)=[CH:11][NH:12]2.[N+:19]([CH3:22])([O-:21])=[O:20]. No catalyst specified. The product is [CH3:6][O:7][C:8]1[CH:16]=[CH:15][CH:14]=[C:13]2[C:9]=1[C:10]([CH:17]=[CH:22][N+:19]([O-:21])=[O:20])=[CH:11][NH:12]2. The yield is 0.640. (4) The reactants are [Br:1][C:2]1[CH:25]=[CH:24][C:5]2[C:6]([CH3:23])=[N:7][CH:8]([NH:12][C:13](=[O:22])[O:14][CH2:15][C:16]3[CH:21]=[CH:20][CH:19]=[CH:18][CH:17]=3)[C:9](=[O:11])[NH:10][C:4]=2[CH:3]=1.[C:26](=O)([O-])[O-].[K+].[K+].IC. The yield is 0.775. The product is [Br:1][C:2]1[CH:25]=[CH:24][C:5]2[C:6]([CH3:23])=[N:7][CH:8]([NH:12][C:13](=[O:22])[O:14][CH2:15][C:16]3[CH:21]=[CH:20][CH:19]=[CH:18][CH:17]=3)[C:9](=[O:11])[N:10]([CH3:26])[C:4]=2[CH:3]=1. The catalyst is CN(C)C=O.O.C(OCC)(=O)C. (5) The reactants are ClC1C=C(C=CC=1)C(OO)=[O:6].[Cl:12][C:13]1[C:20]([O:21][CH3:22])=[CH:19][CH:18]=[CH:17][C:14]=1C=O. The catalyst is ClCCl. The product is [Cl:12][C:13]1[C:20]([O:21][CH3:22])=[CH:19][CH:18]=[CH:17][C:14]=1[OH:6]. The yield is 0.700. (6) The reactants are [CH2:1]([O:3][C:4]1[CH:9]=[CH:8][C:7]([C@@H:10]([NH:14][S@@](C(C)(C)C)=O)[CH2:11][O:12][CH3:13])=[CH:6][CH:5]=1)[CH3:2].[ClH:21].O1CCOCC1. The catalyst is O1CCOCC1.CC(OC)(C)C. The product is [ClH:21].[CH2:1]([O:3][C:4]1[CH:9]=[CH:8][C:7]([C@@H:10]([NH2:14])[CH2:11][O:12][CH3:13])=[CH:6][CH:5]=1)[CH3:2]. The yield is 1.00. (7) The reactants are C([O:4][C@H:5]1[CH2:10][CH2:9][C@H:8]([C:11]2[N:15]3[CH:16]=[CH:17][N:18]=[C:19]([NH2:20])[C:14]3=[C:13](Br)[N:12]=2)[CH2:7][CH2:6]1)(=O)C.[N:22]1[CH:27]=[CH:26][CH:25]=[CH:24][C:23]=1[NH:28][C:29]([C:31]1[CH:36]=[CH:35][C:34](B(O)O)=[CH:33][CH:32]=1)=[O:30].C(=O)([O-])[O-].[K+].[K+]. The catalyst is O.[Pd](Cl)Cl.C1(P(C2C=CC=CC=2)[C-]2C=CC=C2)C=CC=CC=1.[C-]1(P(C2C=CC=CC=2)C2C=CC=CC=2)C=CC=C1.[Fe+2]. The product is [NH2:20][C:19]1[C:14]2[N:15]([C:11]([C@H:8]3[CH2:7][CH2:6][C@H:5]([OH:4])[CH2:10][CH2:9]3)=[N:12][C:13]=2[C:34]2[CH:35]=[CH:36][C:31]([C:29]([NH:28][C:23]3[CH:24]=[CH:25][CH:26]=[CH:27][N:22]=3)=[O:30])=[CH:32][CH:33]=2)[CH:16]=[CH:17][N:18]=1. The yield is 0.488. (8) The reactants are I[C:2]1[CH:7]=[CH:6][C:5]([N:8]([CH3:14])[CH2:9][CH2:10][N:11]([CH3:13])[CH3:12])=[CH:4][CH:3]=1.[B:15]1([B:15]2[O:19][C:18]([CH3:21])([CH3:20])[C:17]([CH3:23])([CH3:22])[O:16]2)[O:19][C:18]([CH3:21])([CH3:20])[C:17]([CH3:23])([CH3:22])[O:16]1.CC([O-])=O.[K+]. The catalyst is CS(C)=O. The product is [CH3:12][N:11]([CH3:13])[CH2:10][CH2:9][N:8]([CH3:14])[C:5]1[CH:6]=[CH:7][C:2]([B:15]2[O:19][C:18]([CH3:21])([CH3:20])[C:17]([CH3:23])([CH3:22])[O:16]2)=[CH:3][CH:4]=1. The yield is 0.340. (9) The reactants are Br[C:2]1[CH:3]=[CH:4][C:5]2[N:6]([C:8]([C:12]3[S:13][C:14]([C:23]4[N:27]=[CH:26][N:25]([CH:28]5[CH2:33][CH2:32][CH2:31][CH2:30][O:29]5)[N:24]=4)=[C:15]([C:17]4[CH:22]=[CH:21][CH:20]=[CH:19][CH:18]=4)[N:16]=3)=[C:9]([CH3:11])[N:10]=2)[CH:7]=1.[CH:34]([B-](F)(F)F)=[CH2:35].[K+].C(=O)([O-])[O-].[Cs+].[Cs+].CCOC(C)=O. The catalyst is COCCOC.O. The product is [CH3:11][C:9]1[N:10]=[C:5]2[CH:4]=[CH:3][C:2]([CH:34]=[CH2:35])=[CH:7][N:6]2[C:8]=1[C:12]1[S:13][C:14]([C:23]2[N:27]=[CH:26][N:25]([CH:28]3[CH2:33][CH2:32][CH2:31][CH2:30][O:29]3)[N:24]=2)=[C:15]([C:17]2[CH:22]=[CH:21][CH:20]=[CH:19][CH:18]=2)[N:16]=1. The yield is 0.950.